Task: Predict the reactants needed to synthesize the given product.. Dataset: Full USPTO retrosynthesis dataset with 1.9M reactions from patents (1976-2016) (1) Given the product [CH3:1][O:2][N:3]1[CH2:8][CH:7]=[C:6]([O:33][S:32]([C:35]([F:38])([F:37])[F:36])(=[O:42])=[O:34])[CH2:5][CH2:4]1, predict the reactants needed to synthesize it. The reactants are: [CH3:1][O:2][N:3]1[CH2:8][CH2:7][CH2:6][CH2:5][C:4]1=O.[Li+].CC([N-]C(C)C)C.C1C=CC(N([S:32]([C:35]([F:38])([F:37])[F:36])(=[O:34])=[O:33])[S:32]([C:35]([F:38])([F:37])[F:36])(=[O:34])=[O:33])=CC=1.C1C[O:42]CC1. (2) The reactants are: [Cr](O[Cr]([O-])(=O)=O)([O-])(=O)=O.[NH+]1C=CC=CC=1.[NH+]1C=CC=CC=1.[CH2:22]([OH:36])[CH2:23][CH2:24][CH2:25][CH2:26][CH2:27][CH2:28]/[CH:29]=[CH:30]\[CH2:31][CH2:32][CH2:33][CH2:34][CH3:35]. Given the product [CH:22](=[O:36])[CH2:23][CH2:24][CH2:25][CH2:26][CH2:27][CH2:28]/[CH:29]=[CH:30]\[CH2:31][CH2:32][CH2:33][CH2:34][CH3:35], predict the reactants needed to synthesize it. (3) Given the product [Br:26][C:27]1[CH:28]=[C:29]([C:30]([N:24]2[CH2:21][CH2:20][C:19]([C:4]3[CH:3]=[C:2]([Br:1])[C:7]([O:8][CH2:9][C:10]4[CH:15]=[CH:14][C:13]([O:16][CH3:17])=[CH:12][CH:11]=4)=[C:6]([Br:18])[CH:5]=3)=[N:25]2)=[O:31])[CH:33]=[CH:34][C:35]=1[Cl:36], predict the reactants needed to synthesize it. The reactants are: [Br:1][C:2]1[CH:3]=[C:4]([C:19](=O)[CH:20]=[CH2:21])[CH:5]=[C:6]([Br:18])[C:7]=1[O:8][CH2:9][C:10]1[CH:15]=[CH:14][C:13]([O:16][CH3:17])=[CH:12][CH:11]=1.O.[NH2:24][NH2:25].[Br:26][C:27]1[CH:28]=[C:29]([CH:33]=[CH:34][C:35]=1[Cl:36])[C:30](Cl)=[O:31].C(N(CC)CC)C. (4) Given the product [Br:1][C:2]1[CH:3]=[N:4][C:5]2[N:6]([N:8]=[C:9]([C:11]([N:23]3[CH2:22][CH2:21][C:20]4[C:25](=[CH:26][CH:27]=[CH:28][C:19]=4[C:15]4[O:14][CH:18]=[CH:17][CH:16]=4)[CH:24]3[CH3:29])=[O:13])[CH:10]=2)[CH:7]=1, predict the reactants needed to synthesize it. The reactants are: [Br:1][C:2]1[CH:3]=[N:4][C:5]2[N:6]([N:8]=[C:9]([C:11]([OH:13])=O)[CH:10]=2)[CH:7]=1.[O:14]1[CH:18]=[CH:17][CH:16]=[C:15]1[C:19]1[CH:28]=[CH:27][CH:26]=[C:25]2[C:20]=1[CH2:21][CH2:22][NH:23][CH:24]2[CH3:29]. (5) Given the product [CH3:1][O:2][C:3]1[CH:4]=[C:5]2[C:10](=[CH:11][C:12]=1[CH3:13])/[C:9](=[N:16]/[OH:17])/[CH2:8][CH2:7][CH2:6]2, predict the reactants needed to synthesize it. The reactants are: [CH3:1][O:2][C:3]1[CH:4]=[C:5]2[C:10](=[CH:11][C:12]=1[CH3:13])[C:9](=O)[CH2:8][CH2:7][CH2:6]2.Cl.[NH2:16][OH:17].C([O-])(=O)C.[Na+]. (6) The reactants are: [NH:1]1[C:9]2[C:4](=[CH:5][CH:6]=[CH:7][CH:8]=2)[C:3](/[CH:10]=[C:11]2\[O:12][C:13]3[C:20]([C:21]#[C:22][CH2:23][CH:24]4[CH2:29][CH2:28][N:27](C(OC(C)(C)C)=O)[CH2:26][CH2:25]4)=[C:19]([O:37][CH3:38])[CH:18]=[CH:17][C:14]=3[C:15]\2=[O:16])=[N:2]1.Cl. Given the product [NH:1]1[C:9]2[C:4](=[CH:5][CH:6]=[CH:7][CH:8]=2)[C:3](/[CH:10]=[C:11]2\[O:12][C:13]3[C:20]([C:21]#[C:22][CH2:23][CH:24]4[CH2:29][CH2:28][NH:27][CH2:26][CH2:25]4)=[C:19]([O:37][CH3:38])[CH:18]=[CH:17][C:14]=3[C:15]\2=[O:16])=[N:2]1, predict the reactants needed to synthesize it. (7) Given the product [NH2:3][C:4]1[CH:9]=[C:8]([NH2:10])[C:7]([OH:11])=[CH:6][C:5]=1[OH:12].[N:13]1[CH:18]=[CH:17][CH:16]=[C:15]([C:19]([O-:21])=[O:20])[C:14]=1[C:22]([O-:24])=[O:23], predict the reactants needed to synthesize it. The reactants are: Cl.Cl.[NH2:3][C:4]1[CH:9]=[C:8]([NH2:10])[C:7]([OH:11])=[CH:6][C:5]=1[OH:12].[N:13]1[CH:18]=[CH:17][CH:16]=[C:15]([C:19]([OH:21])=[O:20])[C:14]=1[C:22]([OH:24])=[O:23].N1C=CC=C(C([O-])=O)C=1C([O-])=O.[Na+].[Na+]. (8) Given the product [Br:17][C:18]1[CH:19]=[C:20]([CH:25]=[CH:26][C:27]=1[CH2:28][NH:1][C@@H:2]([C:5]1[CH:10]=[CH:9][CH:8]=[CH:7][CH:6]=1)[CH2:3][OH:4])[C:21]([O:23][CH3:24])=[O:22], predict the reactants needed to synthesize it. The reactants are: [NH2:1][C@@H:2]([C:5]1[CH:10]=[CH:9][CH:8]=[CH:7][CH:6]=1)[CH2:3][OH:4].C([O-])([O-])=O.[K+].[K+].[Br:17][C:18]1[CH:19]=[C:20]([CH:25]=[CH:26][C:27]=1[CH2:28]Br)[C:21]([O:23][CH3:24])=[O:22]. (9) Given the product [F:11][C:7]1[CH:6]=[C:5]2[C:10]([C:2]([C:23]3[CH:24]=[N:25][CH:26]=[CH:27][C:22]=3[CH3:21])=[CH:3][N:4]2[S:12]([C:15]2[CH:20]=[CH:19][CH:18]=[CH:17][CH:16]=2)(=[O:14])=[O:13])=[CH:9][CH:8]=1, predict the reactants needed to synthesize it. The reactants are: Br[C:2]1[C:10]2[C:5](=[CH:6][C:7]([F:11])=[CH:8][CH:9]=2)[N:4]([S:12]([C:15]2[CH:20]=[CH:19][CH:18]=[CH:17][CH:16]=2)(=[O:14])=[O:13])[CH:3]=1.[CH3:21][C:22]1[CH:27]=[CH:26][N:25]=[CH:24][C:23]=1B(O)O.